This data is from Forward reaction prediction with 1.9M reactions from USPTO patents (1976-2016). The task is: Predict the product of the given reaction. (1) Given the reactants [Cl:1][C:2]1[CH:3]=[C:4]([C:9]([C:12]2[N:16]([C:17]3[CH:22]=[CH:21][C:20]([F:23])=[C:19]([O:24][CH3:25])[CH:18]=3)[C:15]([S:26][CH2:27][C:28]3[CH:29]=[CH:30][C:31]([CH2:38][CH2:39][CH2:40]O)=[C:32]([CH:37]=3)[C:33]([O:35][CH3:36])=[O:34])=[N:14][CH:13]=2)([CH3:11])[CH3:10])[CH:5]=[CH:6][C:7]=1[Cl:8].[NH2:42][C:43](=[N:52]C(=O)OC(C)(C)C)[NH:44]C(OC(C)(C)C)=O.C1(P(C2C=CC=CC=2)C2C=CC=CC=2)C=CC=CC=1.CC(OC(/N=N/C(OC(C)C)=O)=O)C, predict the reaction product. The product is: [Cl:1][C:2]1[CH:3]=[C:4]([C:9]([C:12]2[N:16]([C:17]3[CH:22]=[CH:21][C:20]([F:23])=[C:19]([O:24][CH3:25])[CH:18]=3)[C:15]([S:26][CH2:27][C:28]3[CH:29]=[CH:30][C:31]([CH2:38][CH2:39][CH2:40][NH:44][C:43]([NH2:52])=[NH:42])=[C:32]([CH:37]=3)[C:33]([O:35][CH3:36])=[O:34])=[N:14][CH:13]=2)([CH3:10])[CH3:11])[CH:5]=[CH:6][C:7]=1[Cl:8]. (2) Given the reactants CC(C)([O-])C.[Na+].[Cl:7][C:8]1[CH:13]=[C:12]([S:14]([CH3:17])(=[O:16])=[O:15])[CH:11]=[CH:10][C:9]=1[NH:18][C:19]1[CH:24]=[C:23]([F:25])[CH:22]=[CH:21][C:20]=1[OH:26].Br[CH2:28][C:29]([O:31]CC)=[O:30].[OH-].[Na+].Cl, predict the reaction product. The product is: [Cl:7][C:8]1[CH:13]=[C:12]([S:14]([CH3:17])(=[O:16])=[O:15])[CH:11]=[CH:10][C:9]=1[NH:18][C:19]1[CH:24]=[C:23]([F:25])[CH:22]=[CH:21][C:20]=1[O:26][CH2:28][C:29]([OH:31])=[O:30].